Dataset: Forward reaction prediction with 1.9M reactions from USPTO patents (1976-2016). Task: Predict the product of the given reaction. (1) Given the reactants [H-].[Na+].[CH3:3][C:4]1[CH:5]=[C:6]([CH:20]=[CH:21][C:22]=1[CH3:23])[C:7]([CH:9]1[C:18](=[O:19])[C:17]2[C:12](=[CH:13][CH:14]=[CH:15][CH:16]=2)[NH:11][CH2:10]1)=[O:8].[CH3:24][C:25]1C=[C:27]([CH:30]=[CH:31][CH:32]=1)[CH2:28]Br.C[N:34](C)C=O, predict the reaction product. The product is: [CH3:3][C:4]1[CH:5]=[C:6]([CH:20]=[CH:21][C:22]=1[CH3:23])[C:7]([C:9]1[C:18](=[O:19])[C:17]2[C:12](=[CH:13][CH:14]=[CH:15][CH:16]=2)[N:11]([CH2:24][C:25]2[CH:32]=[CH:31][CH:30]=[C:27]([CH3:28])[N:34]=2)[CH:10]=1)=[O:8]. (2) Given the reactants [O:1]=[S:2]1(=[O:36])[CH2:7][CH2:6][CH:5]([NH:8][S:9]([C:12]2[S:13][C:14]([C:17]3[CH:22]=[CH:21][N:20]=[C:19]4[N:23](S(C5C=CC=CC=5)(=O)=O)[C:24]([CH3:26])=[CH:25][C:18]=34)=[CH:15][CH:16]=2)(=[O:11])=[O:10])[CH2:4][CH2:3]1.[OH-].[Na+].CO, predict the reaction product. The product is: [O:36]=[S:2]1(=[O:1])[CH2:3][CH2:4][CH:5]([NH:8][S:9]([C:12]2[S:13][C:14]([C:17]3[CH:22]=[CH:21][N:20]=[C:19]4[NH:23][C:24]([CH3:26])=[CH:25][C:18]=34)=[CH:15][CH:16]=2)(=[O:10])=[O:11])[CH2:6][CH2:7]1. (3) Given the reactants CC(O)=O.CC(O)=O.[Pd:9].[C:10]([OH:14])(=[O:13])[CH2:11][CH3:12], predict the reaction product. The product is: [C:10]([O-:14])(=[O:13])[CH2:11][CH3:12].[Pd+2:9].[C:10]([O-:14])(=[O:13])[CH2:11][CH3:12].